This data is from Full USPTO retrosynthesis dataset with 1.9M reactions from patents (1976-2016). The task is: Predict the reactants needed to synthesize the given product. (1) Given the product [CH3:1][O:2][C:3](=[O:19])[CH2:4][N:5]1[C:9]2[CH:10]=[C:11]([SH:14])[CH:12]=[CH:13][C:8]=2[O:7][C:6]1=[O:18], predict the reactants needed to synthesize it. The reactants are: [CH3:1][O:2][C:3](=[O:19])[CH2:4][N:5]1[C:9]2[CH:10]=[C:11]([S:14](Cl)(=O)=O)[CH:12]=[CH:13][C:8]=2[O:7][C:6]1=[O:18].[Sn]. (2) Given the product [Cl:47][CH2:21][C:20](=[CH2:23])[CH2:19][C@@:18]([C@@H:14]1[C@:13]2([CH3:26])[C@H:17]([C@@H:9]([O:8][Si:1]([C:4]([CH3:7])([CH3:6])[CH3:5])([CH3:3])[CH3:2])[CH2:10][CH2:11][CH2:12]2)[CH2:16][CH2:15]1)([OH:25])[CH3:24], predict the reactants needed to synthesize it. The reactants are: [Si:1]([O:8][C@@H:9]1[C@H:17]2[C@@:13]([CH3:26])([C@@H:14]([C@:18]([OH:25])([CH3:24])[CH2:19][C:20](=[CH2:23])[CH2:21]O)[CH2:15][CH2:16]2)[CH2:12][CH2:11][CH2:10]1)([C:4]([CH3:7])([CH3:6])[CH3:5])([CH3:3])[CH3:2].C1C=CC(P(C2C=CC=CC=2)C2C=CC=CC=2)=CC=1.C(Cl)(Cl)(Cl)[Cl:47]. (3) Given the product [C:1]([C:3]1[C:8]([NH:15][CH2:16][C:17]([OH:26])([CH3:18])[CH3:20])=[CH:7][C:6]([F:10])=[CH:5][N:4]=1)#[N:2], predict the reactants needed to synthesize it. The reactants are: [C:1]([C:3]1[C:8](F)=[CH:7][C:6]([F:10])=[CH:5][N:4]=1)#[N:2].NCCC1C=[CH:18][CH:17]=[CH:16][N:15]=1.[C:20](=O)([O-])[O-].[K+].[K+].[OH2:26]. (4) Given the product [CH3:3][C@H:2]([C@@H:15]([OH:16])[CH:17]=[CH2:18])[C:1]([N:5]1[C:9]2[CH:10]=[CH:11][CH:12]=[CH:13][C:8]=2[O:7][C:6]1=[O:14])=[O:4], predict the reactants needed to synthesize it. The reactants are: [C:1]([N:5]1[C:9]2[CH:10]=[CH:11][CH:12]=[CH:13][C:8]=2[O:7][C:6]1=[O:14])(=[O:4])[CH2:2][CH3:3].[CH:15]([CH:17]=[CH2:18])=[O:16]. (5) Given the product [F:14][C:5]1[CH:4]=[CH:3][C:2]([C:20]2[N:24]3[CH:25]=[CH:26][C:27]([C:29]([F:30])([F:31])[F:32])=[N:28][C:23]3=[N:22][CH:21]=2)=[CH:7][C:6]=1[C:8]1[CH:13]=[N:12][CH:11]=[CH:10][N:9]=1, predict the reactants needed to synthesize it. The reactants are: Br[C:2]1[CH:3]=[CH:4][C:5]([F:14])=[C:6]([C:8]2[CH:13]=[N:12][CH:11]=[CH:10][N:9]=2)[CH:7]=1.C([Sn](CCCC)(CCCC)[C:20]1[N:24]2[CH:25]=[CH:26][C:27]([C:29]([F:32])([F:31])[F:30])=[N:28][C:23]2=[N:22][CH:21]=1)CCC. (6) Given the product [CH3:12][O:13][C:14]1[CH:15]=[CH:16][C:17]([N+:24]([O-:26])=[O:25])=[C:18]([S:20]([NH:1][C:2]2[CH:3]=[CH:4][CH:5]=[C:6]3[C:11]=2[N:10]=[CH:9][CH:8]=[CH:7]3)(=[O:21])=[O:22])[CH:19]=1, predict the reactants needed to synthesize it. The reactants are: [NH2:1][C:2]1[CH:3]=[CH:4][CH:5]=[C:6]2[C:11]=1[N:10]=[CH:9][CH:8]=[CH:7]2.[CH3:12][O:13][C:14]1[CH:15]=[CH:16][C:17]([N+:24]([O-:26])=[O:25])=[C:18]([S:20](Cl)(=[O:22])=[O:21])[CH:19]=1.N1C=CC=CC=1. (7) Given the product [CH:24]([OH:26])=[O:25].[NH:1]1[C:5]2=[N:6][CH:7]=[CH:8][CH:9]=[C:4]2[C:3]([CH:10]=[C:11]2[O:15][C:14]([NH:16][C:17]3[CH:22]=[CH:21][C:20]([F:23])=[CH:19][CH:18]=3)=[C:13]([C:24]([O:29][CH2:30][CH2:31][N:32]3[CH2:37][CH2:36][O:35][CH2:34][CH2:33]3)=[O:25])[C:12]2=[O:28])=[CH:2]1, predict the reactants needed to synthesize it. The reactants are: [NH:1]1[C:5]2=[N:6][CH:7]=[CH:8][CH:9]=[C:4]2[C:3]([CH:10]=[C:11]2[O:15][C:14]([NH:16][C:17]3[CH:22]=[CH:21][C:20]([F:23])=[CH:19][CH:18]=3)=[C:13]([C:24]([O:26]C)=[O:25])[C:12]2=[O:28])=[CH:2]1.[OH:29][CH2:30][CH2:31][N:32]1[CH2:37][CH2:36][O:35][CH2:34][CH2:33]1. (8) Given the product [NH2:1][C:4]1[CH:5]=[CH:6][C:7]([C:10]([P:13](=[O:20])([O:14][CH2:15][CH3:16])[O:17][CH2:18][CH3:19])([CH3:12])[CH3:11])=[CH:8][CH:9]=1, predict the reactants needed to synthesize it. The reactants are: [N+:1]([C:4]1[CH:9]=[CH:8][C:7]([C:10]([P:13](=[O:20])([O:17][CH2:18][CH3:19])[O:14][CH2:15][CH3:16])([CH3:12])[CH3:11])=[CH:6][CH:5]=1)([O-])=O. (9) Given the product [NH2:1][C:2]1[C:3]([C:9]([NH2:11])=[O:10])=[N:4][C:5]([C:16]2[CH:17]=[CH:18][C:13]([F:12])=[CH:14][CH:15]=2)=[CH:6][CH:7]=1, predict the reactants needed to synthesize it. The reactants are: [NH2:1][C:2]1[C:3]([C:9]([NH2:11])=[O:10])=[N:4][C:5](Cl)=[CH:6][CH:7]=1.[F:12][C:13]1[CH:18]=[CH:17][C:16](B(O)O)=[CH:15][CH:14]=1.C([O-])([O-])=O.[K+].[K+].